This data is from Catalyst prediction with 721,799 reactions and 888 catalyst types from USPTO. The task is: Predict which catalyst facilitates the given reaction. The catalyst class is: 67. Reactant: COC1C=CC(C[N:8]2[C:12]3=[N:13][CH:14]=[N:15][C:16]([C:17]4[C:18]([NH:23][C:24]5[C:25]([CH3:43])=[CH:26][CH:27]=[C:28]6[C:33]=5[N:32]=[CH:31][N:30]=[C:29]6[NH:34][C:35]5[CH:42]=[CH:41][C:38]([C:39]#[N:40])=[CH:37][CH:36]=5)=[N:19][CH:20]=[CH:21][CH:22]=4)=[C:11]3[CH:10]=[N:9]2)=CC=1. Product: [NH:8]1[C:12]2=[N:13][CH:14]=[N:15][C:16]([C:17]3[C:18]([NH:23][C:24]4[C:25]([CH3:43])=[CH:26][CH:27]=[C:28]5[C:33]=4[N:32]=[CH:31][N:30]=[C:29]5[NH:34][C:35]4[CH:42]=[CH:41][C:38]([C:39]#[N:40])=[CH:37][CH:36]=4)=[N:19][CH:20]=[CH:21][CH:22]=3)=[C:11]2[CH:10]=[N:9]1.